Dataset: Reaction yield outcomes from USPTO patents with 853,638 reactions. Task: Predict the reaction yield, written as a fraction of the theoretical maximum amount of product (1.0 means a 100% yield; for example, 0.34 means a 34% yield). (1) The reactants are C([C@H]1CCC(=O)N1CCCCCCC(OC)=O)=O.[OH:19][CH2:20][C@H:21]1[CH2:25][CH2:24][C:23](=[O:26])[N:22]1[CH2:27][C:28]1[CH:33]=[CH:32][C:31]([CH2:34][C:35]([O:37][CH3:38])=[O:36])=[CH:30][CH:29]=1. No catalyst specified. The product is [CH:20]([C@H:21]1[CH2:25][CH2:24][C:23](=[O:26])[N:22]1[CH2:27][C:28]1[CH:33]=[CH:32][C:31]([CH2:34][C:35]([O:37][CH3:38])=[O:36])=[CH:30][CH:29]=1)=[O:19]. The yield is 0.900. (2) The reactants are [NH2:1][C:2](=[N:8][NH:9][C:10](=O)[CH2:11][C:12]1[CH:17]=[CH:16][CH:15]=[C:14]([F:18])[CH:13]=1)[C:3]([O:5][CH2:6][CH3:7])=[O:4]. The catalyst is CO. The product is [F:18][C:14]1[CH:13]=[C:12]([CH:17]=[CH:16][CH:15]=1)[CH2:11][C:10]1[NH:1][C:2]([C:3]([O:5][CH2:6][CH3:7])=[O:4])=[N:8][N:9]=1. The yield is 0.429. (3) The catalyst is CO. The product is [CH2:1]([C:8]1[O:12][C:11]([C:13]2[CH:18]=[C:17]([F:19])[CH:16]=[CH:15][C:14]=2[F:20])=[N:10][C:9]=1[CH:21]([NH2:26])[C:22]([CH3:24])([CH3:23])[CH3:25])[C:2]1[CH:3]=[CH:4][CH:5]=[CH:6][CH:7]=1. The yield is 0.910. The reactants are [CH2:1]([C:8]1[O:12][C:11]([C:13]2[CH:18]=[C:17]([F:19])[CH:16]=[CH:15][C:14]=2[F:20])=[N:10][C:9]=1[CH:21]([NH:26]S(C(C)(C)C)=O)[C:22]([CH3:25])([CH3:24])[CH3:23])[C:2]1[CH:7]=[CH:6][CH:5]=[CH:4][CH:3]=1.Cl.O1CCOCC1. (4) The reactants are [CH2:1]([N:3]([CH2:32][CH3:33])[CH2:4][CH2:5][NH:6][C:7]([C:9]1[CH:18]=C[C:16]2[C:11](=[CH:12][CH:13]=[C:14]([Sn:19]([CH2:28][CH2:29][CH2:30][CH3:31])([CH2:24][CH2:25][CH2:26][CH3:27])[CH2:20][CH2:21][CH2:22][CH3:23])[CH:15]=2)[N:10]=1)=[O:8])[CH3:2].C([N:36](CC)CCNC(C1C=NC2C(=CC=C(I)C=2)N=1)=O)C. No catalyst specified. The product is [CH2:1]([N:3]([CH2:32][CH3:33])[CH2:4][CH2:5][NH:6][C:7]([C:9]1[CH:18]=[N:36][C:16]2[C:11](=[CH:12][CH:13]=[C:14]([Sn:19]([CH2:24][CH2:25][CH2:26][CH3:27])([CH2:28][CH2:29][CH2:30][CH3:31])[CH2:20][CH2:21][CH2:22][CH3:23])[CH:15]=2)[N:10]=1)=[O:8])[CH3:2]. The yield is 0.470. (5) The reactants are [Cl:1][C:2]1[CH:7]=[CH:6][C:5]([NH:8][C:9]2[N:14]3[N:15]=[CH:16][C:17]([S:18](=[O:23])(=[O:22])[NH:19][CH2:20][CH3:21])=[C:13]3[N:12]=[CH:11][C:10]=2[C:24](OCC)=[O:25])=[C:4]([CH3:29])[CH:3]=1.[F:30][C:31]1[CH:36]=[CH:35][C:34]([CH:37]2[CH2:42][CH2:41][NH:40][CH2:39][CH2:38]2)=[CH:33][CH:32]=1. No catalyst specified. The product is [CH2:20]([NH:19][S:18]([C:17]1[CH:16]=[N:15][N:14]2[C:9]([NH:8][C:5]3[CH:6]=[CH:7][C:2]([Cl:1])=[CH:3][C:4]=3[CH3:29])=[C:10]([C:24]([N:40]3[CH2:41][CH2:42][CH:37]([C:34]4[CH:33]=[CH:32][C:31]([F:30])=[CH:36][CH:35]=4)[CH2:38][CH2:39]3)=[O:25])[CH:11]=[N:12][C:13]=12)(=[O:22])=[O:23])[CH3:21]. The yield is 0.0600. (6) The reactants are [Br:1][C:2]1[CH:3]=[C:4]([N:8]2[C:16]3[CH2:15][CH2:14][CH2:13][CH:12](O)[C:11]=3[C:10]([C:18]([O:20][CH2:21][CH3:22])=[O:19])=[N:9]2)[CH:5]=[CH:6][CH:7]=1.S(Cl)([Cl:25])=O. The catalyst is ClCCl. The product is [Br:1][C:2]1[CH:3]=[C:4]([N:8]2[C:16]3[CH2:15][CH2:14][CH2:13][CH:12]([Cl:25])[C:11]=3[C:10]([C:18]([O:20][CH2:21][CH3:22])=[O:19])=[N:9]2)[CH:5]=[CH:6][CH:7]=1. The yield is 0.890.